From a dataset of hERG Central: cardiac toxicity at 1µM, 10µM, and general inhibition. Predict hERG channel inhibition at various concentrations. (1) The compound is CCCn1c(SCC(=O)Nc2ccc3c(c2)OCCO3)nnc1-c1ccco1. Results: hERG_inhib (hERG inhibition (general)): blocker. (2) The drug is CCOC(=O)c1c(CN2CCCCC2)oc2ccc(O)cc12.Cl. Results: hERG_inhib (hERG inhibition (general)): blocker. (3) The compound is Cc1cc(=O)oc2cc(OCC(=O)N3CCN(C(=O)C4COc5ccccc5O4)CC3)ccc12. Results: hERG_inhib (hERG inhibition (general)): blocker. (4) The drug is Cl.N=c1sccn1CC(=O)Nc1ccc(Cl)c(S(=O)(=O)N2CCOCC2)c1. Results: hERG_inhib (hERG inhibition (general)): blocker. (5) The compound is N#Cc1ccc(S(=O)(=O)N2CCN(Cc3cccs3)CC2)cc1. Results: hERG_inhib (hERG inhibition (general)): blocker. (6) The compound is CCOC(=O)c1c(NC(=O)C2CCCCC2)sc2c1CCN(C(C)C)C2.Cl. Results: hERG_inhib (hERG inhibition (general)): blocker.